Task: Predict which catalyst facilitates the given reaction.. Dataset: Catalyst prediction with 721,799 reactions and 888 catalyst types from USPTO Reactant: [N:1]([CH2:4][CH2:5][CH2:6][C:7]1[CH:12]=[CH:11][CH:10]=[CH:9][CH:8]=1)=[C:2]=[O:3].[NH2:13][CH2:14][CH2:15][CH2:16][CH2:17][CH2:18][C:19]([CH3:28])([C:22]1[CH:27]=[CH:26][CH:25]=[CH:24][CH:23]=1)[CH2:20][OH:21]. Product: [OH:21][CH2:20][C:19]([CH3:28])([C:22]1[CH:23]=[CH:24][CH:25]=[CH:26][CH:27]=1)[CH2:18][CH2:17][CH2:16][CH2:15][CH2:14][NH:13][C:2]([NH:1][CH2:4][CH2:5][CH2:6][C:7]1[CH:12]=[CH:11][CH:10]=[CH:9][CH:8]=1)=[O:3]. The catalyst class is: 2.